This data is from Catalyst prediction with 721,799 reactions and 888 catalyst types from USPTO. The task is: Predict which catalyst facilitates the given reaction. (1) Reactant: [CH:1]1([NH:7][C:8]2[C:13]([C:14]3[CH2:18][C:17]4([CH2:23][CH2:22][CH:21]([OH:24])[CH2:20][CH2:19]4)[O:16][N:15]=3)=[CH:12][N:11]=[C:10]3[N:25]([CH2:29][CH3:30])[N:26]=[C:27]([CH3:28])[C:9]=23)[CH2:6][CH2:5][CH2:4][CH2:3][CH2:2]1.C(N(CC)CC)C.[C:38]1([CH3:48])[CH:43]=[CH:42][C:41]([S:44](Cl)(=[O:46])=[O:45])=[CH:40][CH:39]=1.O. Product: [CH3:48][C:38]1[CH:43]=[CH:42][C:41]([S:44]([O:24][CH:21]2[CH2:22][CH2:23][C:17]3([O:16][N:15]=[C:14]([C:13]4[C:8]([NH:7][CH:1]5[CH2:2][CH2:3][CH2:4][CH2:5][CH2:6]5)=[C:9]5[C:27]([CH3:28])=[N:26][N:25]([CH2:29][CH3:30])[C:10]5=[N:11][CH:12]=4)[CH2:18]3)[CH2:19][CH2:20]2)(=[O:46])=[O:45])=[CH:40][CH:39]=1. The catalyst class is: 4. (2) Reactant: [CH3:1][C:2]1([CH3:16])[C:6]([CH3:8])([CH3:7])[O:5][B:4]([C:9]2[CH:15]=[CH:14][C:12]([NH2:13])=[CH:11][CH:10]=2)[O:3]1.CCN(CC)CC.[C:24](Cl)(=[O:29])[CH2:25][CH2:26][CH2:27][CH3:28]. Product: [CH3:8][C:6]1([CH3:7])[C:2]([CH3:16])([CH3:1])[O:3][B:4]([C:9]2[CH:15]=[CH:14][C:12]([NH:13][C:24](=[O:29])[CH2:25][CH2:26][CH2:27][CH3:28])=[CH:11][CH:10]=2)[O:5]1. The catalyst class is: 56. (3) Reactant: Br[CH:2]([C:7]1[CH:12]=[CH:11][C:10]([CH3:13])=[CH:9][CH:8]=1)[C:3]([O:5][CH3:6])=[O:4].[NH:14]1[CH2:19][CH2:18][CH2:17][CH2:16][CH2:15]1. Product: [N:14]1([CH:2]([C:7]2[CH:12]=[CH:11][C:10]([CH3:13])=[CH:9][CH:8]=2)[C:3]([O:5][CH3:6])=[O:4])[CH2:19][CH2:18][CH2:17][CH2:16][CH2:15]1. The catalyst class is: 10. (4) Reactant: [C:1]([NH:4][C:5]1[C:14]([Br:15])=[CH:13][C:8]([C:9](OC)=[O:10])=[C:7]([O:16][CH3:17])[CH:6]=1)(=[O:3])[CH3:2].CC(C[AlH]CC(C)C)C.C1(C)C=CC=CC=1. Product: [Br:15][C:14]1[CH:13]=[C:8]([CH2:9][OH:10])[C:7]([O:16][CH3:17])=[CH:6][C:5]=1[NH:4][C:1](=[O:3])[CH3:2]. The catalyst class is: 1. (5) Reactant: [OH:1][C:2]1[CH:3]=[N:4][C:5](C2C=C(C=CC=2)CC2C(=O)C=CN(C3C=NN(C)C=3)N=2)=[N:6][CH:7]=1.[OH-].[K+].CC#N.Cl[C:34]([F:44])([F:43])C(C1C=CC=CC=1)=O. Product: [F:43][CH:34]([F:44])[O:1][C:2]1[CH:3]=[N:4][CH:5]=[N:6][CH:7]=1. The catalyst class is: 170. (6) Reactant: [OH-].[Na+].[Cl:3][C:4]1[CH:5]=[C:6]([C:14]2[O:18][N:17]=[C:16]([C:19]3[CH:20]=[C:21]([F:35])[CH:22]=[C:23]4[C:27]=3[NH:26][CH:25]=[C:24]4[CH2:28][CH2:29][C:30]([O:32]CC)=[O:31])[N:15]=2)[CH:7]=[CH:8][C:9]=1[O:10][CH:11]([CH3:13])[CH3:12].Cl. Product: [Cl:3][C:4]1[CH:5]=[C:6]([C:14]2[O:18][N:17]=[C:16]([C:19]3[CH:20]=[C:21]([F:35])[CH:22]=[C:23]4[C:27]=3[NH:26][CH:25]=[C:24]4[CH2:28][CH2:29][C:30]([OH:32])=[O:31])[N:15]=2)[CH:7]=[CH:8][C:9]=1[O:10][CH:11]([CH3:13])[CH3:12]. The catalyst class is: 20.